From a dataset of Retrosynthesis with 50K atom-mapped reactions and 10 reaction types from USPTO. Predict the reactants needed to synthesize the given product. (1) Given the product Cc1c(-c2ccc(F)cc2)nnc(N2CCN[C@H](C)C2)c1C, predict the reactants needed to synthesize it. The reactants are: Cc1c(Cl)nnc(N2CCN[C@H](C)C2)c1C.OB(O)c1ccc(F)cc1. (2) Given the product Oc1ccc(C=NNC(=S)Nc2cccc3ccccc23)c(O)c1, predict the reactants needed to synthesize it. The reactants are: NNC(=S)Nc1cccc2ccccc12.O=Cc1ccc(O)cc1O. (3) Given the product CN1CCN(c2ccc(-c3c(C=O)nc4ccccn34)cn2)CC1, predict the reactants needed to synthesize it. The reactants are: CN1CCN(c2ccc(-c3c(CO)nc4ccccn34)cn2)CC1. (4) The reactants are: CCOC(=O)C(C(=O)Nc1c(C(C)C)cccc1C(C)C)c1ccccc1. Given the product CC(C)c1cccc(C(C)C)c1NC(=O)C(C(=O)O)c1ccccc1, predict the reactants needed to synthesize it. (5) The reactants are: COC(=O)c1ccnc(OC(F)F)c1. Given the product OCc1ccnc(OC(F)F)c1, predict the reactants needed to synthesize it. (6) Given the product COC(=O)c1cccc(OCc2ccc(C#N)cc2)c1, predict the reactants needed to synthesize it. The reactants are: COC(=O)c1cccc(O)c1.N#Cc1ccc(CBr)cc1. (7) Given the product c1cnc(NC2CCN(C3CCCC3)CC2)nc1, predict the reactants needed to synthesize it. The reactants are: O=C1CCCC1.c1cnc(NC2CCNCC2)nc1. (8) Given the product NC[C@H]1CN(c2ccc(NC3CCN(C(=O)OCc4ccccc4)CC3)c(F)c2)C(=O)O1, predict the reactants needed to synthesize it. The reactants are: [N-]=[N+]=NC[C@H]1CN(c2ccc(NC3CCN(C(=O)OCc4ccccc4)CC3)c(F)c2)C(=O)O1. (9) The reactants are: CC(C)(C)OC(=O)N1CCC[C@@]2(CCN(c3ccccc3Cl)C2=O)C1. Given the product O=C1N(c2ccccc2Cl)CC[C@@]12CCCNC2, predict the reactants needed to synthesize it.